Dataset: Reaction yield outcomes from USPTO patents with 853,638 reactions. Task: Predict the reaction yield, written as a fraction of the theoretical maximum amount of product (1.0 means a 100% yield; for example, 0.34 means a 34% yield). (1) The reactants are [NH2:1][C:2]1[C:3]2[C:10]([C:11]3[CH:16]=[CH:15][C:14]([NH:17][C:18]([NH:20][C:21]4[CH:26]=[CH:25][CH:24]=[C:23]([CH3:27])[CH:22]=4)=[O:19])=[CH:13][CH:12]=3)=[C:9]([CH2:28][CH2:29][O:30][Si](C(C)(C)C)(C)C)[S:8][C:4]=2[N:5]=[CH:6][N:7]=1.CCCC[N+](CCCC)(CCCC)CCCC.[F-]. The catalyst is C1COCC1. The product is [NH2:1][C:2]1[C:3]2[C:10]([C:11]3[CH:16]=[CH:15][C:14]([NH:17][C:18]([NH:20][C:21]4[CH:26]=[CH:25][CH:24]=[C:23]([CH3:27])[CH:22]=4)=[O:19])=[CH:13][CH:12]=3)=[C:9]([CH2:28][CH2:29][OH:30])[S:8][C:4]=2[N:5]=[CH:6][N:7]=1. The yield is 0.750. (2) The reactants are [CH2:1]([O:8][C:9]1[CH:10]=[C:11]2[C:15](=[CH:16][CH:17]=1)[NH:14][CH:13]=[CH:12]2)[C:2]1[CH:7]=[CH:6][CH:5]=[CH:4][CH:3]=1.[H-].[Na+].Br[CH:21]([CH3:26])[C:22]([O:24][CH3:25])=[O:23]. The catalyst is CN(C=O)C. The product is [CH3:25][O:24][C:22](=[O:23])[CH:21]([N:14]1[C:15]2[C:11](=[CH:10][C:9]([O:8][CH2:1][C:2]3[CH:3]=[CH:4][CH:5]=[CH:6][CH:7]=3)=[CH:17][CH:16]=2)[CH:12]=[CH:13]1)[CH3:26]. The yield is 0.820. (3) The reactants are [Br:1][C:2]1[CH:3]=[C:4]([CH:6]=[CH:7][CH:8]=1)[NH2:5].[F:9][C:10]([F:15])([F:14])[CH:11]1[O:13][CH2:12]1. No catalyst specified. The product is [Br:1][C:2]1[CH:3]=[C:4]([NH:5][CH2:12][CH:11]([OH:13])[C:10]([F:15])([F:14])[F:9])[CH:6]=[CH:7][CH:8]=1. The yield is 0.840. (4) The reactants are [O:1]=[C:2]1[NH:7][C:6]2[CH:8]=[C:9]([C:12]([C:14]3[CH:22]=[CH:21][CH:20]=[CH:19][C:15]=3[C:16]([OH:18])=O)=[O:13])[CH:10]=[CH:11][C:5]=2[O:4][CH2:3]1.CN1CCOCC1.C1C=NC2N(O)N=NC=2C=1.CN(C(ON1N=NC2C=CC=NC1=2)=[N+](C)C)C.F[P-](F)(F)(F)(F)F.[CH2:64]([NH2:71])[C:65]1[CH:70]=[CH:69][CH:68]=[CH:67][CH:66]=1. The catalyst is CN(C)C=O. The product is [O:1]=[C:2]1[NH:7][C:6]2[CH:8]=[C:9]([C:12]([C:14]3[CH:22]=[CH:21][CH:20]=[CH:19][C:15]=3[C:16]([NH:71][CH2:64][C:65]3[CH:70]=[CH:69][CH:68]=[CH:67][CH:66]=3)=[O:18])=[O:13])[CH:10]=[CH:11][C:5]=2[O:4][CH2:3]1. The yield is 0.800. (5) The reactants are [CH3:1][O:2][C:3]1[CH:4]=[C:5]([CH3:13])[CH:6]=[C:7]2[C:11]=1[C:10](=O)[CH2:9][CH2:8]2.Cl.[NH2:15][OH:16].C([O-])(=O)C.[Na+].O. The catalyst is C(O)C. The product is [CH3:1][O:2][C:3]1[CH:4]=[C:5]([CH3:13])[CH:6]=[C:7]2[C:11]=1[C:10](=[N:15][OH:16])[CH2:9][CH2:8]2. The yield is 0.980. (6) The reactants are C(Cl)(=O)C(Cl)=O.CS(C)=O.[OH:11][CH2:12][C@H:13]([NH:15][C:16](=[O:22])[O:17][C:18]([CH3:21])([CH3:20])[CH3:19])[CH3:14].C(N(CC)CC)C. The catalyst is C(Cl)Cl. The product is [O:11]=[CH:12][C@H:13]([NH:15][C:16](=[O:22])[O:17][C:18]([CH3:21])([CH3:20])[CH3:19])[CH3:14]. The yield is 0.854. (7) The reactants are [C:1]1([CH2:7][CH2:8][CH2:9][CH2:10][OH:11])[CH:6]=[CH:5][CH:4]=[CH:3][CH:2]=1.[C:12](Cl)(=[O:16])[CH2:13][CH2:14][CH3:15]. The catalyst is ClCCl. The product is [C:1]1([CH2:7][CH2:8][CH2:9][CH2:10][O:11][C:12](=[O:16])[CH2:13][CH2:14][CH3:15])[CH:6]=[CH:5][CH:4]=[CH:3][CH:2]=1. The yield is 0.940. (8) The reactants are [C-:1]#[N:2].[K+].FC(F)(F)S(O[C:10]1[CH:15]=[CH:14][C:13]([N+:16]([O-:18])=[O:17])=[C:12]([CH3:19])[C:11]=1[CH3:20])(=O)=O.S([O-])(O)(=O)=O.[K+].O. The catalyst is O1CCCC1. The product is [CH3:20][C:11]1[C:12]([CH3:19])=[C:13]([N+:16]([O-:18])=[O:17])[CH:14]=[CH:15][C:10]=1[C:1]#[N:2]. The yield is 0.909.